From a dataset of hERG potassium channel inhibition data for cardiac toxicity prediction from Karim et al.. Regression/Classification. Given a drug SMILES string, predict its toxicity properties. Task type varies by dataset: regression for continuous values (e.g., LD50, hERG inhibition percentage) or binary classification for toxic/non-toxic outcomes (e.g., AMES mutagenicity, cardiotoxicity, hepatotoxicity). Dataset: herg_karim. (1) The molecule is O=C(c1ccc(F)cc1F)N1CCN(c2ccc(OC3CCN(C4CCC4)CC3)cc2)C(=O)C1.O=CO. The result is 0 (non-blocker). (2) The compound is Cc1nc2ccccc2n1C1C[C@H]2CC[C@H](C1)N2CCC1(c2cccc(F)c2)CCN(C(=O)c2cc(S(N)(=O)=O)ccc2Cl)CC1. The result is 0 (non-blocker). (3) The compound is FC(F)(F)C1(c2nnc(-c3nn(-c4ccc(Cl)cc4Cl)c(-c4ccc(Cl)cc4)c3Cn3cncn3)s2)CCC1. The result is 0 (non-blocker). (4) The drug is CCOC(=O)[C@H]1CC[C@@H](N2CC(NC(=O)CNc3nn(CC)c4ccc(C(F)(F)F)cc34)C2)CC1. The result is 1 (blocker). (5) The molecule is COCCCn1cc(CN(C(=O)C2CNCCC2c2ccn(C)c(=O)c2)C2CC2)c2c(F)cccc21. The result is 0 (non-blocker). (6) The compound is OC(c1cccnc1)(c1cccnc1)C(c1ccccc1)N1CCCCC1. The result is 0 (non-blocker). (7) The drug is CCc1c(C)[nH]c2c1C(=NOC(=O)Nc1ccccc1)CCC2. The result is 0 (non-blocker). (8) The compound is NC(=O)c1ccc(N[C@H]2CCCNC2)c2cc(-c3ccccc3)[nH]c12. The result is 0 (non-blocker). (9) The drug is CN1CCCC[C@@H]1CCN1c2ccccc2Sc2ccc([S@@+](C)[O-])cc21. The result is 1 (blocker).